The task is: Regression/Classification. Given a drug SMILES string, predict its absorption, distribution, metabolism, or excretion properties. Task type varies by dataset: regression for continuous measurements (e.g., permeability, clearance, half-life) or binary classification for categorical outcomes (e.g., BBB penetration, CYP inhibition). Dataset: cyp3a4_veith.. This data is from CYP3A4 inhibition data for predicting drug metabolism from PubChem BioAssay. (1) The molecule is CN(C)c1ncc2nc(-c3ccc(F)cc3)c(=O)n(C3CC3)c2n1. The result is 0 (non-inhibitor). (2) The compound is COc1ccc2nc(C)cc(SCC(=O)Nc3c(C)cc(C)cc3C)c2c1. The result is 1 (inhibitor). (3) The drug is CCc1ncc(CO)n1Cc1cccc2ccccc12. The result is 0 (non-inhibitor). (4) The molecule is Cc1cccn2c(=O)c(/C=N/O)c(N3CCCC3)nc12. The result is 1 (inhibitor).